This data is from Catalyst prediction with 721,799 reactions and 888 catalyst types from USPTO. The task is: Predict which catalyst facilitates the given reaction. (1) The catalyst class is: 21. Product: [O:1]1[C:5]2[CH:6]=[CH:7][C:8]([C:10]3[N:11]=[N:12][N:13]([CH2:22][C:23]([O:25][CH3:26])=[O:24])[N:14]=3)=[CH:9][C:4]=2[O:3][CH2:2]1. Reactant: [O:1]1[C:5]2[CH:6]=[CH:7][C:8]([C:10]3[N:11]=[N:12][NH:13][N:14]=3)=[CH:9][C:4]=2[O:3][CH2:2]1.C(=O)([O-])[O-].[K+].[K+].Br[CH2:22][C:23]([O:25][CH3:26])=[O:24]. (2) Reactant: [F:1][C:2]1[CH:7]=[CH:6][C:5]([C:8]([F:11])([F:10])[F:9])=[CH:4][C:3]=1[N+:12]([O-])=O.[CH:15]([Mg]Br)=[CH2:16].[NH4+].[Cl-]. Product: [F:1][C:2]1[CH:7]=[CH:6][C:5]([C:8]([F:11])([F:10])[F:9])=[C:4]2[C:3]=1[NH:12][CH:16]=[CH:15]2. The catalyst class is: 1. (3) Reactant: C(OC([N:8]1[CH2:13][CH2:12][C:11]2[N:14]([CH3:46])[C:15]([C:17]3[C:22]([C:23]#[C:24][C:25]4[CH:30]=[CH:29][CH:28]=[C:27]([NH:31][C:32]([NH:34][C:35]5[CH:40]=[CH:39][C:38]([C:41]([F:44])([F:43])[F:42])=[CH:37][CH:36]=5)=[O:33])[CH:26]=4)=[CH:21][N:20]=[C:19]([NH2:45])[N:18]=3)=[CH:16][C:10]=2[C:9]1=[O:47])=O)(C)(C)C.Cl. Product: [NH2:45][C:19]1[N:18]=[C:17]([C:15]2[N:14]([CH3:46])[C:11]3[CH2:12][CH2:13][NH:8][C:9](=[O:47])[C:10]=3[CH:16]=2)[C:22]([C:23]#[C:24][C:25]2[CH:26]=[C:27]([NH:31][C:32]([NH:34][C:35]3[CH:36]=[CH:37][C:38]([C:41]([F:42])([F:43])[F:44])=[CH:39][CH:40]=3)=[O:33])[CH:28]=[CH:29][CH:30]=2)=[CH:21][N:20]=1. The catalyst class is: 12.